Dataset: Catalyst prediction with 721,799 reactions and 888 catalyst types from USPTO. Task: Predict which catalyst facilitates the given reaction. (1) Reactant: C(=O)([O-])[O-].[K+].[K+].[I-].[K+].[Cl:9][CH2:10][CH2:11][CH2:12][C:13]([NH:15][C:16]1[CH:21]=[CH:20][CH:19]=[C:18]([C:22]2[C:31]3[C:26](=[CH:27][C:28]([O:37][CH3:38])=[C:29]4[O:34][C:33]([CH3:36])([CH3:35])[CH2:32][C:30]4=3)[CH2:25][C:24]([CH3:40])([CH3:39])[N:23]=2)[CH:17]=1)=[O:14].O. Product: [ClH:9].[CH3:38][O:37][C:28]1[CH:27]=[C:26]2[C:31](=[C:30]3[CH2:32][C:33]([CH3:36])([CH3:35])[O:34][C:29]=13)[C:22]([C:18]1[CH:17]=[C:16]([N:15]3[CH2:10][CH2:11][CH2:12][C:13]3=[O:14])[CH:21]=[CH:20][CH:19]=1)=[N:23][C:24]([CH3:40])([CH3:39])[CH2:25]2. The catalyst class is: 9. (2) Reactant: [OH-].[Na+].[ClH:3].[CH3:4][N:5]([CH3:13])[CH2:6]/[CH:7]=[CH:8]/[C:9]([O:11]C)=[O:10].Cl. Product: [ClH:3].[CH3:4][N:5]([CH3:13])[CH2:6]/[CH:7]=[CH:8]/[C:9]([OH:11])=[O:10]. The catalyst class is: 72. (3) Reactant: CN(C)S([N:6]1[C:10]([C:11](=[O:23])[CH2:12][CH2:13][CH2:14][O:15][CH2:16][C:17]2[CH:22]=[CH:21][CH:20]=[CH:19][CH:18]=2)=[CH:9][N:8]=[C:7]1[Si](C(C)(C)C)(C)C)(=O)=O.Cl. Product: [CH2:16]([O:15][CH2:14][CH2:13][CH2:12][C:11]([C:10]1[N:6]=[CH:7][NH:8][CH:9]=1)=[O:23])[C:17]1[CH:18]=[CH:19][CH:20]=[CH:21][CH:22]=1. The catalyst class is: 7. (4) Reactant: Br[C:2]1[CH:8]=[CH:7][C:5]([NH2:6])=[C:4]([N+:9]([O-:11])=[O:10])[CH:3]=1.[CH3:12][N:13]1[CH:17]=[C:16](B2OC(C)(C)C(C)(C)O2)[CH:15]=[N:14]1.C([O-])([O-])=O.[Na+].[Na+].O. Product: [CH3:12][N:13]1[CH:17]=[C:16]([C:2]2[CH:8]=[CH:7][C:5]([NH2:6])=[C:4]([N+:9]([O-:11])=[O:10])[CH:3]=2)[CH:15]=[N:14]1. The catalyst class is: 44. (5) Reactant: [Cl:1][C:2]1[CH:29]=[CH:28][C:5]([O:6][C:7]2[CH:12]=[CH:11][C:10]([C:13]([C:15]3[CH:20]=[C:19]([O:21][CH3:22])[C:18]([Cl:23])=[CH:17][C:16]=3[F:24])=O)=[C:9]([CH2:25][CH2:26][CH3:27])[CH:8]=2)=[CH:4][CH:3]=1.Cl.[NH2:31][OH:32].C([O-])(=O)C.[Na+]. Product: [Cl:1][C:2]1[CH:29]=[CH:28][C:5]([O:6][C:7]2[CH:12]=[CH:11][C:10](/[C:13](/[C:15]3[CH:20]=[C:19]([O:21][CH3:22])[C:18]([Cl:23])=[CH:17][C:16]=3[F:24])=[N:31]/[OH:32])=[C:9]([CH2:25][CH2:26][CH3:27])[CH:8]=2)=[CH:4][CH:3]=1. The catalyst class is: 8. (6) Reactant: Cl[CH2:2][C@H:3]([OH:28])[CH2:4][N:5]1[C:13]2[CH2:12][CH2:11][N:10]([S:14]([CH3:17])(=[O:16])=[O:15])[CH2:9][C:8]=2[C:7]([C:18]2[CH:23]=[CH:22][C:21]([C:24]([F:27])([F:26])[F:25])=[CH:20][CH:19]=2)=[N:6]1.[CH3:29][N:30]([CH3:48])[C:31]1[N:36]=[C:35]2[N:37]([CH:42]3[CH2:47][CH2:46][NH:45][CH2:44][CH2:43]3)[C:38](=[O:41])[N:39]([CH3:40])[C:34]2=[CH:33][CH:32]=1.C(=O)([O-])[O-].[K+].[K+]. Product: [CH3:29][N:30]([CH3:48])[C:31]1[N:36]=[C:35]2[N:37]([CH:42]3[CH2:47][CH2:46][N:45]([CH2:2][C@H:3]([OH:28])[CH2:4][N:5]4[C:13]5[CH2:12][CH2:11][N:10]([S:14]([CH3:17])(=[O:16])=[O:15])[CH2:9][C:8]=5[C:7]([C:18]5[CH:23]=[CH:22][C:21]([C:24]([F:27])([F:26])[F:25])=[CH:20][CH:19]=5)=[N:6]4)[CH2:44][CH2:43]3)[C:38](=[O:41])[N:39]([CH3:40])[C:34]2=[CH:33][CH:32]=1. The catalyst class is: 32.